This data is from Forward reaction prediction with 1.9M reactions from USPTO patents (1976-2016). The task is: Predict the product of the given reaction. (1) Given the reactants [NH2:1][C:2]1[N:7]=[C:6]([N:8]2[C@H:13]([CH3:14])[CH2:12][CH2:11][C@H:10]([C:15](O)=[O:16])[CH2:9]2)[CH:5]=[C:4]([C:18]2[CH:23]=[CH:22][C:21]([C:24]#[N:25])=[C:20]([F:26])[CH:19]=2)[N:3]=1.CN(C(ON1N=NC2C=CC=NC1=2)=[N+](C)C)C.F[P-](F)(F)(F)(F)F.CCN(C(C)C)C(C)C.[F:60][C:61]1[CH:66]=[CH:65][CH:64]=[CH:63][C:62]=1[CH2:67][NH2:68], predict the reaction product. The product is: [NH2:1][C:2]1[N:7]=[C:6]([N:8]2[C@H:13]([CH3:14])[CH2:12][CH2:11][C@H:10]([C:15]([NH:68][CH2:67][C:62]3[CH:63]=[CH:64][CH:65]=[CH:66][C:61]=3[F:60])=[O:16])[CH2:9]2)[CH:5]=[C:4]([C:18]2[CH:23]=[CH:22][C:21]([C:24]#[N:25])=[C:20]([F:26])[CH:19]=2)[N:3]=1. (2) Given the reactants [F:1][C:2]1[CH:7]=[CH:6][C:5]([SH:8])=[CH:4][CH:3]=1.[OH-:9].[Na+].I[CH2:12][CH2:13][CH3:14].ClC1C=CC=C(C(OO)=[O:23])C=1, predict the reaction product. The product is: [F:1][C:2]1[CH:7]=[CH:6][C:5]([S:8]([CH2:12][CH2:13][CH3:14])(=[O:23])=[O:9])=[CH:4][CH:3]=1. (3) The product is: [CH3:1][N:28]1[C:23]([S:22][CH3:21])=[N:24][C:25]([C:30]2[CH:35]=[CH:34][N:33]=[CH:32][CH:31]=2)=[N:26][C:27]1=[O:29]. Given the reactants [CH3:1]OC1C=CC=CC=1CCN.C(N)CC1C=CC=CC=1.[CH3:21][S:22][C:23]1[NH:28][C:27](=[O:29])[N:26]=[C:25]([C:30]2[CH:35]=[CH:34][N:33]=[CH:32][CH:31]=2)[N:24]=1, predict the reaction product. (4) Given the reactants [Br:1][C:2]1[CH:12]=[N:11][C:5]2[NH:6][C:7](=[O:10])[O:8][CH2:9][C:4]=2[CH:3]=1.[H-].[Na+].I[CH3:16], predict the reaction product. The product is: [Br:1][C:2]1[CH:12]=[N:11][C:5]2[N:6]([CH3:16])[C:7](=[O:10])[O:8][CH2:9][C:4]=2[CH:3]=1. (5) Given the reactants [C:1]1([O:8][CH3:9])[C:2](=[CH:4][CH:5]=[CH:6][CH:7]=1)[OH:3].[C:10]1(=[O:15])[O:14][CH2:13][CH2:12][CH2:11]1.[O-]CC.[K+].C(=O)(O)[O-].[Na+], predict the reaction product. The product is: [CH3:9][O:8][C:1]1[CH:7]=[CH:6][CH:5]=[CH:4][C:2]=1[O:3][CH2:13][CH2:12][CH2:11][C:10]([OH:15])=[O:14]. (6) The product is: [Br:8][C:3]1[C:4]([CH3:7])=[N:5][O:6][C:2]=1[NH:1][S:15]([C:11]1[CH:10]=[C:9]([C:19]2[CH:20]=[CH:21][CH:22]=[CH:23][CH:24]=2)[CH:14]=[CH:13][CH:12]=1)(=[O:17])=[O:16]. Given the reactants [NH2:1][C:2]1[O:6][N:5]=[C:4]([CH3:7])[C:3]=1[Br:8].[C:9]1([C:19]2[CH:24]=[CH:23][CH:22]=[CH:21][CH:20]=2)[CH:14]=[CH:13][CH:12]=[C:11]([S:15](Cl)(=[O:17])=[O:16])[CH:10]=1, predict the reaction product. (7) Given the reactants [N:1]1([C:5](=[O:16])[CH2:6][C:7]2[CH:12]=[CH:11][CH:10]=[C:9]([N+:13]([O-])=O)[CH:8]=2)[CH2:4][CH2:3][CH2:2]1, predict the reaction product. The product is: [NH2:13][C:9]1[CH:8]=[C:7]([CH2:6][C:5]([N:1]2[CH2:4][CH2:3][CH2:2]2)=[O:16])[CH:12]=[CH:11][CH:10]=1.